This data is from Peptide-MHC class II binding affinity with 134,281 pairs from IEDB. The task is: Regression. Given a peptide amino acid sequence and an MHC pseudo amino acid sequence, predict their binding affinity value. This is MHC class II binding data. The peptide sequence is YDKFLANYSTVLTGK. The MHC is DRB1_0401 with pseudo-sequence DRB1_0401. The binding affinity (normalized) is 0.498.